Dataset: NCI-60 drug combinations with 297,098 pairs across 59 cell lines. Task: Regression. Given two drug SMILES strings and cell line genomic features, predict the synergy score measuring deviation from expected non-interaction effect. (1) Cell line: HOP-92. Synergy scores: CSS=11.4, Synergy_ZIP=1.73, Synergy_Bliss=9.20, Synergy_Loewe=6.38, Synergy_HSA=7.81. Drug 1: C1CCC(C1)C(CC#N)N2C=C(C=N2)C3=C4C=CNC4=NC=N3. Drug 2: C1CC(=O)NC(=O)C1N2C(=O)C3=CC=CC=C3C2=O. (2) Drug 1: C1=CC=C(C(=C1)C(C2=CC=C(C=C2)Cl)C(Cl)Cl)Cl. Drug 2: C1CN(CCN1C(=O)CCBr)C(=O)CCBr. Cell line: TK-10. Synergy scores: CSS=3.83, Synergy_ZIP=-3.37, Synergy_Bliss=-2.70, Synergy_Loewe=-4.18, Synergy_HSA=-1.78. (3) Drug 1: CN1CCC(CC1)COC2=C(C=C3C(=C2)N=CN=C3NC4=C(C=C(C=C4)Br)F)OC. Drug 2: CCC1(C2=C(COC1=O)C(=O)N3CC4=CC5=C(C=CC(=C5CN(C)C)O)N=C4C3=C2)O.Cl. Cell line: SF-295. Synergy scores: CSS=22.6, Synergy_ZIP=-7.29, Synergy_Bliss=-3.59, Synergy_Loewe=-27.4, Synergy_HSA=-2.97. (4) Drug 1: CC(C1=C(C=CC(=C1Cl)F)Cl)OC2=C(N=CC(=C2)C3=CN(N=C3)C4CCNCC4)N. Drug 2: C1=CC=C(C(=C1)C(C2=CC=C(C=C2)Cl)C(Cl)Cl)Cl. Cell line: HCT116. Synergy scores: CSS=40.2, Synergy_ZIP=6.49, Synergy_Bliss=13.0, Synergy_Loewe=12.6, Synergy_HSA=12.6. (5) Drug 1: CCCS(=O)(=O)NC1=C(C(=C(C=C1)F)C(=O)C2=CNC3=C2C=C(C=N3)C4=CC=C(C=C4)Cl)F. Drug 2: CCC1(CC2CC(C3=C(CCN(C2)C1)C4=CC=CC=C4N3)(C5=C(C=C6C(=C5)C78CCN9C7C(C=CC9)(C(C(C8N6C)(C(=O)OC)O)OC(=O)C)CC)OC)C(=O)OC)O.OS(=O)(=O)O. Cell line: MDA-MB-435. Synergy scores: CSS=78.4, Synergy_ZIP=14.2, Synergy_Bliss=14.3, Synergy_Loewe=3.16, Synergy_HSA=17.1.